This data is from Full USPTO retrosynthesis dataset with 1.9M reactions from patents (1976-2016). The task is: Predict the reactants needed to synthesize the given product. (1) Given the product [CH3:9][C@@H:8]1[CH2:7][CH2:6][CH2:5][N:4]([C:10]([C:12]2[CH:17]=[C:16]([CH3:18])[CH:15]=[CH:14][C:13]=2[N:19]2[N:23]=[CH:22][CH:21]=[N:20]2)=[O:11])[C@@H:3]1[CH2:2][NH:1][C:25]1[N:26]=[N:27][C:28]([C:31]([F:34])([F:33])[F:32])=[CH:29][CH:30]=1, predict the reactants needed to synthesize it. The reactants are: [NH2:1][CH2:2][C@@H:3]1[C@H:8]([CH3:9])[CH2:7][CH2:6][CH2:5][N:4]1[C:10]([C:12]1[CH:17]=[C:16]([CH3:18])[CH:15]=[CH:14][C:13]=1[N:19]1[N:23]=[CH:22][CH:21]=[N:20]1)=[O:11].Cl[C:25]1[N:26]=[N:27][C:28]([C:31]([F:34])([F:33])[F:32])=[CH:29][CH:30]=1. (2) Given the product [P:27](=[O:28])([OH:31])([OH:30])[OH:29].[N:1]1[C:6]2[NH:7][CH:8]=[CH:9][C:5]=2[C:4]([C:10]2[CH:11]=[N:12][N:13]([C:15]3([CH2:24][C:25]#[N:26])[CH2:16][N:17]([S:19]([CH2:22][CH3:23])(=[O:20])=[O:21])[CH2:18]3)[CH:14]=2)=[N:3][CH:2]=1, predict the reactants needed to synthesize it. The reactants are: [N:1]1[C:6]2[NH:7][CH:8]=[CH:9][C:5]=2[C:4]([C:10]2[CH:11]=[N:12][N:13]([C:15]3([CH2:24][C:25]#[N:26])[CH2:18][N:17]([S:19]([CH2:22][CH3:23])(=[O:21])=[O:20])[CH2:16]3)[CH:14]=2)=[N:3][CH:2]=1.[P:27](=[O:31])([OH:30])([OH:29])[OH:28]. (3) Given the product [ClH:1].[Cl:1][C:2]1[C:6]([NH:7][CH2:15][CH3:16])=[CH:5][N:4]([C:17]2[CH:18]=[N:19][CH:20]=[CH:21][CH:22]=2)[N:3]=1, predict the reactants needed to synthesize it. The reactants are: [Cl:1][C:2]1[C:6]([N:7]([CH2:15][CH3:16])C(=O)OC(C)(C)C)=[CH:5][N:4]([C:17]2[CH:18]=[N:19][CH:20]=[CH:21][CH:22]=2)[N:3]=1.Cl.O1CCOCC1.